This data is from Forward reaction prediction with 1.9M reactions from USPTO patents (1976-2016). The task is: Predict the product of the given reaction. Given the reactants [CH3:1][O:2][C:3]1[CH:10]=[CH:9][C:8](I)=[CH:7][C:4]=1[CH:5]=[O:6].C(N(CC)CC)C.[C:19]([O:23]C)(=[O:22])[CH:20]=[CH2:21], predict the reaction product. The product is: [CH:5]([C:4]1[CH:7]=[C:8]([CH:9]=[CH:10][C:3]=1[O:2][CH3:1])[CH:21]=[CH:20][C:19]([OH:23])=[O:22])=[O:6].